From a dataset of Forward reaction prediction with 1.9M reactions from USPTO patents (1976-2016). Predict the product of the given reaction. (1) Given the reactants [Cl:1][C:2]1[CH:10]=[CH:9][CH:8]=[CH:7][C:3]=1[C:4]([OH:6])=[O:5].[F:11][C:12]([F:19])([F:18])[C:13]([NH:15][CH2:16]O)=[O:14], predict the reaction product. The product is: [Cl:1][C:2]1[CH:10]=[CH:9][C:8]([CH2:16][NH:15][C:13](=[O:14])[C:12]([F:19])([F:18])[F:11])=[CH:7][C:3]=1[C:4]([OH:6])=[O:5]. (2) Given the reactants C(OC([NH:8][CH2:9][CH2:10][CH2:11][NH:12][S:13]([C:16]1[C:17]([OH:35])=[C:18]([NH:23][C:24]([NH:26][C:27]2[CH:32]=[CH:31][CH:30]=[C:29]([Cl:33])[C:28]=2[Cl:34])=[O:25])[CH:19]=[CH:20][C:21]=1[Cl:22])(=[O:15])=[O:14])=O)(C)(C)C.[F:36][C:37]([F:42])([F:41])[C:38]([OH:40])=[O:39], predict the reaction product. The product is: [F:36][C:37]([F:42])([F:41])[C:38]([OH:40])=[O:39].[NH2:8][CH2:9][CH2:10][CH2:11][NH:12][S:13]([C:16]1[C:17]([OH:35])=[C:18]([NH:23][C:24]([NH:26][C:27]2[CH:32]=[CH:31][CH:30]=[C:29]([Cl:33])[C:28]=2[Cl:34])=[O:25])[CH:19]=[CH:20][C:21]=1[Cl:22])(=[O:14])=[O:15]. (3) The product is: [CH2:16]([N:8]([CH2:9][C:10]1[CH:11]=[CH:12][CH:13]=[CH:14][CH:15]=1)[CH2:7][CH2:6][CH2:5][C:4]([OH:23])=[O:3])[C:17]1[CH:18]=[CH:19][CH:20]=[CH:21][CH:22]=1. Given the reactants C([O:3][C:4](=[O:23])[CH2:5][CH2:6][CH2:7][N:8]([CH2:16][C:17]1[CH:22]=[CH:21][CH:20]=[CH:19][CH:18]=1)[CH2:9][C:10]1[CH:15]=[CH:14][CH:13]=[CH:12][CH:11]=1)C.Cl, predict the reaction product. (4) Given the reactants [CH3:1][C:2]1[O:3][C:4]([CH3:10])=[CH:5][C:6]=1[C:7](Cl)=[O:8].[CH3:11][NH:12][CH3:13].O1CCOCC1, predict the reaction product. The product is: [CH3:11][N:12]([CH3:13])[C:7]([C:6]1[CH:5]=[C:4]([CH3:10])[O:3][C:2]=1[CH3:1])=[O:8]. (5) Given the reactants Br[C:2]1[C:11]2[C:6](=[CH:7][CH:8]=[CH:9][CH:10]=2)[CH:5]=[C:4]([Br:12])[N:3]=1.[CH2:13]([N:15]1[CH2:20][CH2:19][NH:18][CH2:17][CH2:16]1)[CH3:14].C(=O)([O-])[O-].[K+].[K+], predict the reaction product. The product is: [Br:12][C:4]1[N:3]=[C:2]([N:18]2[CH2:19][CH2:20][N:15]([CH2:13][CH3:14])[CH2:16][CH2:17]2)[C:11]2[C:6]([CH:5]=1)=[CH:7][CH:8]=[CH:9][CH:10]=2. (6) Given the reactants [CH2:1]([O:3][C:4](=[O:19])[CH2:5][C:6]1[CH:11]=[CH:10][C:9]([CH2:12][N:13]2[CH2:18][CH2:17][O:16][CH2:15][CH2:14]2)=[CH:8][N:7]=1)[CH3:2].C(OC(=O)OCC)C.C([N-]C(C)C)(C)C.[Li+].[N+:36]([C:39]1[CH:46]=[CH:45][C:42]([C:43]#[N:44])=[CH:41][CH:40]=1)([O-:38])=[O:37], predict the reaction product. The product is: [CH2:1]([O:3][C:4](=[O:19])[CH:5]([C:40]1[CH:41]=[C:42]([C:43]#[N:44])[CH:45]=[CH:46][C:39]=1[N+:36]([O-:38])=[O:37])[C:6]1[CH:11]=[CH:10][C:9]([CH2:12][N:13]2[CH2:18][CH2:17][O:16][CH2:15][CH2:14]2)=[CH:8][N:7]=1)[CH3:2].